From a dataset of Peptide-MHC class II binding affinity with 134,281 pairs from IEDB. Regression. Given a peptide amino acid sequence and an MHC pseudo amino acid sequence, predict their binding affinity value. This is MHC class II binding data. (1) The peptide sequence is ESHGVAAVLFAATAA. The MHC is HLA-DQA10501-DQB10301 with pseudo-sequence HLA-DQA10501-DQB10301. The binding affinity (normalized) is 0.630. (2) The peptide sequence is SQDLELSTNLNGLQAY. The MHC is DRB1_0401 with pseudo-sequence DRB1_0401. The binding affinity (normalized) is 0.352. (3) The peptide sequence is ATERFRWLLIDLLRE. The MHC is DRB1_1302 with pseudo-sequence DRB1_1302. The binding affinity (normalized) is 0.112.